This data is from Catalyst prediction with 721,799 reactions and 888 catalyst types from USPTO. The task is: Predict which catalyst facilitates the given reaction. (1) Reactant: [NH2:1][C:2]1[CH:20]=[CH:19][CH:18]=[CH:17][C:3]=1[C:4]([NH:6][C:7]1[CH:12]=[CH:11][C:10]([CH:13]([CH2:15][CH3:16])[CH3:14])=[CH:9][CH:8]=1)=[O:5].[F:21][C:22]([F:36])([F:35])[C:23]([NH:25][C:26]1[CH:31]=[CH:30][C:29]([CH:32]=O)=[CH:28][C:27]=1[I:34])=[O:24]. Product: [CH:13]([C:10]1[CH:11]=[CH:12][C:7]([N:6]2[C:4](=[O:5])[C:3]3[C:2](=[CH:20][CH:19]=[CH:18][CH:17]=3)[N:1]=[C:32]2[C:29]2[CH:30]=[CH:31][C:26]([NH:25][C:23](=[O:24])[C:22]([F:35])([F:21])[F:36])=[C:27]([I:34])[CH:28]=2)=[CH:8][CH:9]=1)([CH2:15][CH3:16])[CH3:14]. The catalyst class is: 14. (2) Reactant: [CH:1]1[CH:2]=[C:3]([CH2:6][NH:7][C:8]2[C:13]([C:14]([OH:16])=[O:15])=[CH:12][C:11]([S:17]([NH2:20])(=[O:19])=[O:18])=[C:10]([Cl:21])[CH:9]=2)[O:4][CH:5]=1.[CH2:22](Cl)[C:23]1[CH:28]=[CH:27][CH:26]=[CH:25][CH:24]=1.C(N(CC)CC)C. Product: [NH2:20][S:17]([C:11]1[C:10]([Cl:21])=[CH:9][C:8]([NH:7][CH2:6][C:3]2[O:4][CH:5]=[CH:1][CH:2]=2)=[C:13]([CH:12]=1)[C:14]([O:16][CH2:22][C:23]1[CH:28]=[CH:27][CH:26]=[CH:25][CH:24]=1)=[O:15])(=[O:19])=[O:18]. The catalyst class is: 3. (3) Reactant: [N:1]([CH:4]1[CH:9]([O:10][Si:11]([C:14]([CH3:17])([CH3:16])[CH3:15])([CH3:13])[CH3:12])[CH2:8][CH2:7][C:6]([C:18]2[CH:23]=[CH:22][N:21]=[CH:20][C:19]=2[N+:24]([O-:26])=[O:25])=[CH:5]1)=[N+]=[N-].[OH-].[NH4+].P(C)(C)C.[CH3:33][C:34]([O:37][C:38](O[C:38]([O:37][C:34]([CH3:36])([CH3:35])[CH3:33])=[O:39])=[O:39])([CH3:36])[CH3:35]. Product: [Si:11]([O:10][CH:9]1[CH:4]([NH:1][C:38](=[O:39])[O:37][C:34]([CH3:36])([CH3:35])[CH3:33])[CH:5]=[C:6]([C:18]2[CH:23]=[CH:22][N:21]=[CH:20][C:19]=2[N+:24]([O-:26])=[O:25])[CH2:7][CH2:8]1)([C:14]([CH3:17])([CH3:16])[CH3:15])([CH3:13])[CH3:12]. The catalyst class is: 17. (4) Reactant: [Br:1][C:2]1[C:10]2[C:5](=[CH:6][CH:7]=[C:8]([C:11]([OH:13])=[O:12])[CH:9]=2)[NH:4][CH:3]=1.[C:14]([O-])([O-])=O.[K+].[K+].CI. Product: [CH3:14][O:12][C:11]([C:8]1[CH:9]=[C:10]2[C:5](=[CH:6][CH:7]=1)[NH:4][CH:3]=[C:2]2[Br:1])=[O:13]. The catalyst class is: 3. (5) Reactant: C(OC([NH:8][C@@H:9]([C:20]1[CH:25]=[CH:24][C:23]([C:26]2[CH:31]=[CH:30][CH:29]=[C:28]([O:32][CH3:33])[CH:27]=2)=[CH:22][CH:21]=1)[C:10]([O:12][CH2:13][C:14]1[CH:19]=[CH:18][CH:17]=[CH:16][CH:15]=1)=[O:11])=O)(C)(C)C.[ClH:34]. Product: [ClH:34].[NH2:8][C@@H:9]([C:20]1[CH:25]=[CH:24][C:23]([C:26]2[CH:31]=[CH:30][CH:29]=[C:28]([O:32][CH3:33])[CH:27]=2)=[CH:22][CH:21]=1)[C:10]([O:12][CH2:13][C:14]1[CH:15]=[CH:16][CH:17]=[CH:18][CH:19]=1)=[O:11]. The catalyst class is: 12. (6) Reactant: [CH2:1]([C:5]1[CH:10]=[CH:9][C:8]([CH:11]([CH3:15])[C:12](Cl)=[O:13])=[CH:7][CH:6]=1)[CH:2](C)C.[CH3:16][N:17]([CH3:27])[C:18]1[CH:23]=[CH:22][C:21]([CH2:24][CH2:25][OH:26])=[CH:20][CH:19]=1.N1C=CC=C[CH:29]=1. Product: [CH:1]([C:5]1[CH:6]=[CH:7][C:8]([CH:11]([CH3:15])[C:12]([O:26][CH2:25][CH2:24][C:21]2[CH:22]=[CH:23][C:18]([N:17]([CH3:16])[CH3:27])=[CH:19][CH:20]=2)=[O:13])=[CH:9][CH:10]=1)([CH3:2])[CH3:29]. The catalyst class is: 4. (7) Reactant: [CH3:1][CH:2]1[CH2:7][CH2:6][CH2:5][CH2:4][CH:3]1[C:8]([OH:10])=O.C(Cl)(=O)C([Cl:14])=O. Product: [CH3:1][CH:2]1[CH2:7][CH2:6][CH2:5][CH2:4][CH:3]1[C:8]([Cl:14])=[O:10]. The catalyst class is: 59. (8) Reactant: [F:1][C:2]1[CH:7]=[CH:6][C:5]([N:8]2[CH2:13][CH2:12][CH:11]([C:14]([OH:16])=[O:15])[CH2:10][CH2:9]2)=[C:4]([N+:17]([O-])=O)[CH:3]=1.[Sn](Cl)[Cl:21].O. Product: [ClH:21].[NH2:17][C:4]1[CH:3]=[C:2]([F:1])[CH:7]=[CH:6][C:5]=1[N:8]1[CH2:9][CH2:10][CH:11]([C:14]([OH:16])=[O:15])[CH2:12][CH2:13]1. The catalyst class is: 13. (9) Reactant: [C:1]([N:5]1[CH:13]=[C:12]2[C:7]([C:8]([N:17]3[CH:21]=[CH:20][CH:19]=[N:18]3)=[CH:9][C:10]([N+:14]([O-])=O)=[CH:11]2)=[N:6]1)([CH3:4])([CH3:3])[CH3:2]. Product: [C:1]([N:5]1[CH:13]=[C:12]2[C:7]([C:8]([N:17]3[CH:21]=[CH:20][CH:19]=[N:18]3)=[CH:9][C:10]([NH2:14])=[CH:11]2)=[N:6]1)([CH3:4])([CH3:2])[CH3:3]. The catalyst class is: 153.